From a dataset of Experimentally validated miRNA-target interactions with 360,000+ pairs, plus equal number of negative samples. Binary Classification. Given a miRNA mature sequence and a target amino acid sequence, predict their likelihood of interaction. (1) The miRNA is hsa-miR-892c-3p with sequence CACUGUUUCCUUUCUGAGUGGA. The protein sequence of the target gene is MASSEQAEQPSQPSSTPGSENVLPREPLIATAVKFLQNSRVRQSPLATRRAFLKKKGLTDEEIDMAFQQSGTAADEPSSLGPATQVVPVQPPHLISQPYSPAGSRWRDYGALAIIMAGIAFGFHQLYKKYLLPLILGGREDRKQLERMEAGLSELSGSVAQTVTQLQTTLASVQELLIQQQQKIQELAHELAAAKATTSTNWILESQNINELKSEINSLKGLLLNRRQFPPSPSAPKIPSWQIPVKSPSPSSPAAVNHHSSSDISPVSNESTSSSPGKEGHSPEGSTVTYHLLGPQEEGE.... Result: 0 (no interaction). (2) The miRNA is hsa-miR-429 with sequence UAAUACUGUCUGGUAAAACCGU. The protein sequence of the target gene is MDCSLLRTLVRRYCAGEENWVDSRTIYVGHKEPPPGAEAYIPQRYPDNRIVSSKYTFWNFIPKNLFEQFRRIANFYFLIIFLVQLIIDTPTSPVTSGLPLFFVITVTAIKQGYEDWLRHKADNAMNQCPVHFIQHGKLVRKQSRKLRVGDIVMVKEDETFPCDLIFLSSNRADGTCHVTTASLDGESSHKTHYAVQDTKGFHTEADVDSLHATIECEQPQPDLYKFVGRINVYNDLNDPVVRPLGSENLLLRGATLKNTEKIFGVAIYTGMETKMALNYQSKSQKRSAVEKSMNTFLIVY.... Result: 0 (no interaction).